Task: Predict the product of the given reaction.. Dataset: Forward reaction prediction with 1.9M reactions from USPTO patents (1976-2016) (1) Given the reactants [C:1]([O:5][C:6](=[O:16])[NH:7][C@@H:8]([CH3:15])[C:9](N(OC)C)=[O:10])([CH3:4])([CH3:3])[CH3:2].Br[C:18]1[C:23]([F:24])=[CH:22][CH:21]=[CH:20][C:19]=1[F:25].C(OC(=O)N[C@H](C)C(N(OC)C)=O)(C)(C)C.COC1C=CC(Br)=CC=1, predict the reaction product. The product is: [C:1]([O:5][C:6](=[O:16])[NH:7][C@@H:8]([CH3:15])[C:9]([C:18]1[C:23]([F:24])=[CH:22][CH:21]=[CH:20][C:19]=1[F:25])=[O:10])([CH3:2])([CH3:3])[CH3:4]. (2) The product is: [F:43][C:30]([F:29])([F:42])[O:31][C:32]1[CH:37]=[CH:36][C:35]([S:38]([NH:1][CH2:2][CH:3]([OH:21])[CH2:4][N:5]2[C:11]3[CH:12]=[CH:13][CH:14]=[CH:15][C:10]=3[CH2:9][CH2:8][C:7]3[CH:16]=[CH:17][C:18]([Cl:20])=[CH:19][C:6]2=3)(=[O:40])=[O:39])=[CH:34][CH:33]=1. Given the reactants [NH2:1][CH2:2][CH:3]([OH:21])[CH2:4][N:5]1[C:11]2[CH:12]=[CH:13][CH:14]=[CH:15][C:10]=2[CH2:9][CH2:8][C:7]2[CH:16]=[CH:17][C:18]([Cl:20])=[CH:19][C:6]1=2.C(N(CC)CC)C.[F:29][C:30]([F:43])([F:42])[O:31][C:32]1[CH:37]=[CH:36][C:35]([S:38](Cl)(=[O:40])=[O:39])=[CH:34][CH:33]=1.[Na+].[Cl-], predict the reaction product. (3) The product is: [ClH:40].[NH2:32][C:26]1([C:24]([N:11]2[CH2:10][CH:9]([C:4]3[CH:5]=[CH:6][C:7]([CH3:8])=[C:2]([CH3:1])[CH:3]=3)[CH2:14][CH:13]([NH:15][C:16]([C:18]3[CH:19]=[CH:20][CH:21]=[CH:22][CH:23]=3)=[O:17])[CH2:12]2)=[O:25])[CH2:31][CH2:30][O:29][CH2:28][CH2:27]1. Given the reactants [CH3:1][C:2]1[CH:3]=[C:4]([CH:9]2[CH2:14][CH:13]([NH:15][C:16]([C:18]3[CH:23]=[CH:22][CH:21]=[CH:20][CH:19]=3)=[O:17])[CH2:12][N:11]([C:24]([C:26]3([NH:32]C(=O)OC(C)(C)C)[CH2:31][CH2:30][O:29][CH2:28][CH2:27]3)=[O:25])[CH2:10]2)[CH:5]=[CH:6][C:7]=1[CH3:8].[ClH:40], predict the reaction product. (4) Given the reactants [CH2:1]1[CH2:10][O:9][C:8]2[CH:7]=[CH:6][C:5]([NH:11][C:12]3[N:17]=[C:16]([NH:18][C:19]4[CH:24]=[CH:23][C:22]5[O:25][CH2:26][CH2:27][O:28][C:21]=5[CH:20]=4)[C:15](C4C=CC=CC=4)=[CH:14][N:13]=3)=[CH:4][C:3]=2[O:2]1.C1CO[C:42]2[CH:41]=[CH:40][C:39](NC3N=C(N[C:37]4[CH:42]=[CH:41][C:40]5OCCO[C:39]=5[CH:38]=4)C=C(Cl)N=3)=[CH:38][C:37]=2O1.C1(B(O)O)C=CC=CC=1, predict the reaction product. The product is: [CH2:1]1[CH2:10][O:9][C:8]2[CH:7]=[CH:6][C:5]([NH:11][C:12]3[N:17]=[C:16]([NH:18][C:19]4[CH:24]=[CH:23][C:22]5[O:25][CH2:26][CH2:27][O:28][C:21]=5[CH:20]=4)[CH:15]=[C:14]([C:37]4[CH:38]=[CH:39][CH:40]=[CH:41][CH:42]=4)[N:13]=3)=[CH:4][C:3]=2[O:2]1. (5) Given the reactants [CH3:1][N:2]1[CH2:7][CH2:6][NH:5][CH2:4][CH2:3]1.[Cl:8][C:9]1[CH:14]=[CH:13][N:12]=[C:11]2[CH:15]=[C:16]([C:18](Cl)=[O:19])[S:17][C:10]=12.CCN(CC)CC, predict the reaction product. The product is: [Cl:8][C:9]1[CH:14]=[CH:13][N:12]=[C:11]2[CH:15]=[C:16]([C:18]([N:5]3[CH2:6][CH2:7][N:2]([CH3:1])[CH2:3][CH2:4]3)=[O:19])[S:17][C:10]=12. (6) Given the reactants [CH2:1]([S:8]([N:11]1[CH:15]=[CH:14][C:13]([N+:16]([O-])=O)=[CH:12]1)(=[O:10])=[O:9])[C:2]1[CH:7]=[CH:6][CH:5]=[CH:4][CH:3]=1.[C:19](O[C:19](=[O:26])[C:20]1[CH:25]=[CH:24][CH:23]=[CH:22][CH:21]=1)(=[O:26])[C:20]1[CH:25]=[CH:24][CH:23]=[CH:22][CH:21]=1.[Sn].ClC(Cl)C, predict the reaction product. The product is: [CH2:1]([S:8]([N:11]1[CH:15]=[CH:14][C:13]([NH:16][C:19](=[O:26])[C:20]2[CH:25]=[CH:24][CH:23]=[CH:22][CH:21]=2)=[CH:12]1)(=[O:10])=[O:9])[C:2]1[CH:7]=[CH:6][CH:5]=[CH:4][CH:3]=1. (7) Given the reactants C(OC([N:11]1[CH2:16][CH2:15][C@@H:14]([CH2:17][CH:18]([CH3:20])[CH3:19])[C@H:13]([O:21][C:22]([N:24]2[CH2:29][CH2:28][CH2:27][C@@H:26]([C@H:30]([C:39]3[CH:44]=[CH:43][CH:42]=[C:41]([Cl:45])[CH:40]=3)[O:31][CH2:32][CH2:33][NH:34][C:35]([O:37][CH3:38])=[O:36])[CH2:25]2)=[O:23])[CH2:12]1)=O)C1C=CC=CC=1, predict the reaction product. The product is: [CH2:17]([C@@H:14]1[CH2:15][CH2:16][NH:11][CH2:12][C@H:13]1[O:21][C:22]([N:24]1[CH2:29][CH2:28][CH2:27][C@@H:26]([C@H:30]([C:39]2[CH:44]=[CH:43][CH:42]=[C:41]([Cl:45])[CH:40]=2)[O:31][CH2:32][CH2:33][NH:34][C:35]([O:37][CH3:38])=[O:36])[CH2:25]1)=[O:23])[CH:18]([CH3:20])[CH3:19].